This data is from Catalyst prediction with 721,799 reactions and 888 catalyst types from USPTO. The task is: Predict which catalyst facilitates the given reaction. Reactant: [Cl-].[CH3:2][O:3][C:4](=[O:14])[C:5]1[CH:13]=[CH:12][C:8]([C:9]([OH:11])=O)=[CH:7][CH:6]=1.[C:15]([O:19][C:20](=[O:29])[NH:21][C:22]1[CH:27]=[CH:26][CH:25]=[CH:24][C:23]=1[NH2:28])([CH3:18])([CH3:17])[CH3:16].C(N(CC)CC)C.O. Product: [C:15]([O:19][C:20]([NH:21][C:22]1[CH:27]=[CH:26][CH:25]=[CH:24][C:23]=1[NH:28][C:9](=[O:11])[C:8]1[CH:7]=[CH:6][C:5]([C:4]([O:3][CH3:2])=[O:14])=[CH:13][CH:12]=1)=[O:29])([CH3:18])([CH3:16])[CH3:17]. The catalyst class is: 4.